This data is from Full USPTO retrosynthesis dataset with 1.9M reactions from patents (1976-2016). The task is: Predict the reactants needed to synthesize the given product. (1) The reactants are: S(Cl)([Cl:3])=O.[CH3:5][O:6][C:7]1[C:11]([CH2:12]O)=[CH:10][N:9]([C:14]2[CH:15]=[N:16][C:17]([C:20]([F:23])([F:22])[F:21])=[N:18][CH:19]=2)[N:8]=1. Given the product [Cl:3][CH2:12][C:11]1[C:7]([O:6][CH3:5])=[N:8][N:9]([C:14]2[CH:15]=[N:16][C:17]([C:20]([F:23])([F:22])[F:21])=[N:18][CH:19]=2)[CH:10]=1, predict the reactants needed to synthesize it. (2) Given the product [CH3:1][O:2][CH2:3][C:4]1[N:17]2[C:16]([C:18]([F:21])([F:20])[F:19])=[CH:15][CH:14]=[C:9]([C:10]([O:12][CH3:13])=[O:11])[C:8]2=[N:7][N:6]=1, predict the reactants needed to synthesize it. The reactants are: [CH3:1][O:2][CH2:3][C:4]([NH:6][NH:7][C:8]1[N:17]=[C:16]([C:18]([F:21])([F:20])[F:19])[CH:15]=[CH:14][C:9]=1[C:10]([O:12][CH3:13])=[O:11])=O.C1(C)C=CC=CC=1.P(Cl)(Cl)(Cl)=O.C(=O)([O-])O.[Na+]. (3) Given the product [C:1]([O:5][C@@H:6]([C:11]1[C:12]([C:21]2[CH:22]=[C:23]3[C:28](=[CH:29][CH:30]=2)[O:27][CH2:26][CH2:25][CH2:24]3)=[C:13]2[CH:20]=[CH:19][N:18]([CH2:32][C:33]3[CH:38]=[CH:37][C:36]([F:39])=[CH:35][C:34]=3[Cl:40])[C:14]2=[N:15][C:16]=1[CH3:17])[C:7]([OH:9])=[O:8])([CH3:4])([CH3:3])[CH3:2], predict the reactants needed to synthesize it. The reactants are: [C:1]([O:5][C@@H:6]([C:11]1[C:12]([C:21]2[CH:22]=[C:23]3[C:28](=[CH:29][CH:30]=2)[O:27][CH2:26][CH2:25][CH2:24]3)=[C:13]2[CH:20]=[CH:19][NH:18][C:14]2=[N:15][C:16]=1[CH3:17])[C:7]([O:9]C)=[O:8])([CH3:4])([CH3:3])[CH3:2].Br[CH2:32][C:33]1[CH:38]=[CH:37][C:36]([F:39])=[CH:35][C:34]=1[Cl:40].